From a dataset of Forward reaction prediction with 1.9M reactions from USPTO patents (1976-2016). Predict the product of the given reaction. (1) The product is: [C:13]([O:12][C:11](=[O:17])[N:10]([C:7]1[CH:6]=[C:5]([O:18][CH3:19])[C:4]([I:3])=[CH:9][N:8]=1)[CH3:20])([CH3:14])([CH3:15])[CH3:16]. Given the reactants [H-].[Na+].[I:3][C:4]1[C:5]([O:18][CH3:19])=[CH:6][C:7]([NH:10][C:11](=[O:17])[O:12][C:13]([CH3:16])([CH3:15])[CH3:14])=[N:8][CH:9]=1.[CH3:20]I, predict the reaction product. (2) Given the reactants [NH2:1][C:2]1[C:7]([CH:8]=O)=[C:6]([NH:10][CH:11]([C:13]2[CH:14]=[C:15]3[N:20]([C:21]=2[C:22]2[CH:27]=[CH:26][CH:25]=[CH:24][N:23]=2)[CH:19]=[CH:18][CH:17]=[CH:16]3)[CH3:12])[N:5]=[CH:4][N:3]=1.C(O)(=O)C.[BH-](OC(C)=O)(OC(C)=O)OC(C)=O.[Na+].[NH:46]1[CH2:51][CH2:50][O:49][CH2:48][CH2:47]1, predict the reaction product. The product is: [N:46]1([CH2:8][C:7]2[C:6]([NH:10][CH:11]([C:13]3[CH:14]=[C:15]4[N:20]([C:21]=3[C:22]3[CH:27]=[CH:26][CH:25]=[CH:24][N:23]=3)[CH:19]=[CH:18][CH:17]=[CH:16]4)[CH3:12])=[N:5][CH:4]=[N:3][C:2]=2[NH2:1])[CH2:51][CH2:50][O:49][CH2:48][CH2:47]1. (3) Given the reactants [Cl:1][C:2]1[CH:7]=[CH:6][C:5]([S:8]([N:11]([CH2:17][CH3:18])[C:12](=[CH2:16])[C:13]([OH:15])=O)(=[O:10])=[O:9])=[CH:4][CH:3]=1.CCOC(OC(OCC)=O)=O.[N:30]1([C:35]2[CH:40]=[C:39]([CH2:41][NH2:42])[CH:38]=[C:37]([C:43]3[CH:48]=[CH:47][C:46]([C:49]([F:52])([F:51])[F:50])=[CH:45][CH:44]=3)[N:36]=2)[CH2:34][CH2:33][CH2:32][CH2:31]1, predict the reaction product. The product is: [Cl:1][C:2]1[CH:3]=[CH:4][C:5]([S:8]([N:11]([CH2:17][CH3:18])[C:12](=[CH2:16])[C:13]([NH:42][CH2:41][C:39]2[CH:38]=[C:37]([C:43]3[CH:44]=[CH:45][C:46]([C:49]([F:52])([F:50])[F:51])=[CH:47][CH:48]=3)[N:36]=[C:35]([N:30]3[CH2:31][CH2:32][CH2:33][CH2:34]3)[CH:40]=2)=[O:15])(=[O:9])=[O:10])=[CH:6][CH:7]=1.